From a dataset of Retrosynthesis with 50K atom-mapped reactions and 10 reaction types from USPTO. Predict the reactants needed to synthesize the given product. (1) Given the product O=C(Nc1cccc(C(F)(F)F)c1)c1cccc(Oc2ccc3nc(NC(=O)C4CC4)sc3c2[N+](=O)[O-])c1, predict the reactants needed to synthesize it. The reactants are: Nc1nc2ccc(Oc3cccc(C(=O)Nc4cccc(C(F)(F)F)c4)c3)c([N+](=O)[O-])c2s1.O=C(Cl)C1CC1. (2) The reactants are: CC(C)(C)OC(=O)OC(=O)OC(C)(C)C.c1ccc(C2(c3ccccc3)CCSC3CNCC32)cc1. Given the product CC(C)(C)OC(=O)N1CC2SCCC(c3ccccc3)(c3ccccc3)C2C1, predict the reactants needed to synthesize it. (3) Given the product CC(=O)N1CCN(c2ccc(OC3CCCCC3)cc2)CC1, predict the reactants needed to synthesize it. The reactants are: BrC1CCCCC1.CC(=O)N1CCN(c2ccc(O)cc2)CC1. (4) Given the product CCCCCCCCCC(=O)Oc1cc2c(cc1F)CCN(C)C2C1(c2ccccc2Cl)CCC1, predict the reactants needed to synthesize it. The reactants are: CCCCCCCCCC(=O)Cl.CN1CCc2cc(F)c(O)cc2C1C1(c2ccccc2Cl)CCC1. (5) The reactants are: C#Cc1ccccc1Cl.Cc1nc(-c2ccccc2)sc1-c1ccc(N)c(Br)c1. Given the product Cc1nc(-c2ccccc2)sc1-c1ccc(N)c(C#Cc2ccccc2Cl)c1, predict the reactants needed to synthesize it. (6) Given the product CC(C)(C)n1nc(Cc2ccc(Cl)cc2)cc1Nc1ccc(S(=O)(=O)Nc2nccs2)cc1, predict the reactants needed to synthesize it. The reactants are: CC(C)(C)n1nc(Cc2ccc(Cl)cc2)cc1N.O=S(=O)(Nc1nccs1)c1ccc(I)cc1. (7) Given the product O=C(O)CNC(=O)c1nc2cc(Cl)ccc2o1, predict the reactants needed to synthesize it. The reactants are: CC(C)(C)OC(=O)CNC(=O)c1nc2cc(Cl)ccc2o1.